From a dataset of Full USPTO retrosynthesis dataset with 1.9M reactions from patents (1976-2016). Predict the reactants needed to synthesize the given product. (1) Given the product [C:1]([O:13][CH2:21][CH2:20][C:19]1[CH:14]=[CH:15][C:16]([OH:24])=[C:17]([OH:23])[CH:18]=1)(=[O:12])/[CH:2]=[CH:3]/[C:4]1[CH:11]=[CH:10][C:8]([OH:9])=[C:6]([OH:7])[CH:5]=1, predict the reactants needed to synthesize it. The reactants are: [C:1]([OH:13])(=[O:12])/[CH:2]=[CH:3]/[C:4]1[CH:11]=[CH:10][C:8]([OH:9])=[C:6]([OH:7])[CH:5]=1.[CH:14]1[C:19]([CH2:20][CH2:21]O)=[CH:18][C:17]([OH:23])=[C:16]([OH:24])[CH:15]=1.C1C(CCO)=CC=C(O)C=1. (2) Given the product [F:1][C:2]1[C:7]([F:8])=[CH:6][CH:5]=[CH:4][C:3]=1[C:9]1=[CH:10][C:11]2[C:12]([CH:17]([OH:20])[CH2:18][CH2:19]1)=[N:13][CH:14]=[CH:15][CH:16]=2, predict the reactants needed to synthesize it. The reactants are: [F:1][C:2]1[C:7]([F:8])=[CH:6][CH:5]=[CH:4][C:3]=1[C@H:9]1[CH2:19][CH2:18][C@H:17]([OH:20])[C:12]2=[N:13][CH:14]=[CH:15][CH:16]=[C:11]2[CH2:10]1.FC1C(F)=CC=CC=1[C@H]1CC[C@@H](O)C2=NC=CC=C2C1.